Predict the reaction yield, written as a fraction of the theoretical maximum amount of product (1.0 means a 100% yield; for example, 0.34 means a 34% yield). From a dataset of Reaction yield outcomes from USPTO patents with 853,638 reactions. (1) The reactants are [OH:1][CH:2]1[CH2:6][NH:5][CH2:4][CH2:3]1.C(=O)([O-])[O-].[Na+].[Na+].[C:13]([C:15]1[CH:20]=[CH:19][C:18]([S:21](Cl)(=[O:23])=[O:22])=[CH:17][CH:16]=1)#[N:14]. The catalyst is C(Cl)Cl. The product is [OH:1][CH:2]1[CH2:3][CH2:4][N:5]([S:21]([C:18]2[CH:17]=[CH:16][C:15]([C:13]#[N:14])=[CH:20][CH:19]=2)(=[O:23])=[O:22])[CH2:6]1. The yield is 0.860. (2) The catalyst is C(Cl)Cl. The product is [C:1]([Si:5]([CH3:7])([CH3:6])[O:8]/[C:9](/[C:12]1[CH:17]=[CH:16][C:15]2[C:14](=[CH:28][CH:19]=[CH:20][CH:21]=2)[CH:13]=1)=[CH:10]\[CH3:11])([CH3:4])([CH3:3])[CH3:2]. The yield is 0.730. The reactants are [C:1]([Si:5]([O:8]/[C:9](/[C:12]1[CH:17]=[CH:16][CH:15]=[C:14](Cl)[CH:13]=1)=[CH:10]\[CH3:11])([CH3:7])[CH3:6])([CH3:4])([CH3:3])[CH3:2].[CH:19]1[C:28]2[C:19](=[CH:20][CH:21]=CC=2)[CH:28]=[CH:21][C:20]=1C(=O)CC.[Si](OS(C(F)(F)F)(=O)=O)(C(C)(C)C)(C)C.CCN(CC)CC. (3) The yield is 0.170. The product is [CH3:8][O:9][C:10]1[CH:11]=[C:12]2[C:13]([C:18]([OH:24])=[CH:19][C:7]([C:1]3[CH:6]=[CH:5][CH:4]=[CH:3][CH:2]=3)=[N:16]2)=[CH:14][CH:15]=1. The catalyst is O1CCOCC1. The reactants are [C:1]1([CH3:7])[CH:6]=[CH:5][CH:4]=[CH:3][CH:2]=1.[CH3:8][O:9][C:10]1[CH:15]=[CH:14][CH:13]=[C:12]([NH2:16])[CH:11]=1.Cl.[C:18]1([O:24]C2C=CC=CC=2)C=CC=C[CH:19]=1. (4) The reactants are [C:1]([CH2:8][N:9]1[CH2:20][CH2:19][N:18]2[CH2:21][CH2:22][CH2:23][N:12]([CH2:13][CH2:14][N:15]([CH2:24][C:25]([O:27]C(C)(C)C)=[O:26])[CH2:16][CH2:17]2)[CH2:11][CH2:10]1)([O:3]C(C)(C)C)=[O:2]. The catalyst is Cl. The product is [C:25]([CH2:24][N:15]1[CH2:14][CH2:13][N:12]2[CH2:23][CH2:22][CH2:21][N:18]([CH2:19][CH2:20][N:9]([CH2:8][C:1]([OH:3])=[O:2])[CH2:10][CH2:11]2)[CH2:17][CH2:16]1)([OH:27])=[O:26]. The yield is 0.980. (5) The reactants are Br[C:2]1[CH:7]=[CH:6][C:5]([N:8]2[C:12]([CH2:13][C@@H:14]3[CH2:18][CH2:17][N:16]([C:19]([CH:21]4[CH2:23][CH2:22]4)=[O:20])[CH2:15]3)=[N:11][NH:10][C:9]2=[O:24])=[CH:4][CH:3]=1.[OH:25][C:26]1[CH:27]=[C:28]2[C:33](=[CH:34][CH:35]=1)[CH:32]=[C:31](B(O)O)[CH:30]=[CH:29]2.C(=O)([O-])[O-].[K+].[K+]. The catalyst is O1CCOCC1.C1C=CC(P(C2C=CC=CC=2)[C-]2C=CC=C2)=CC=1.C1C=CC(P(C2C=CC=CC=2)[C-]2C=CC=C2)=CC=1.Cl[Pd]Cl.[Fe+2].ClCCl. The product is [CH:21]1([C:19]([N:16]2[CH2:17][CH2:18][C@@H:14]([CH2:13][C:12]3[N:8]([C:5]4[CH:6]=[CH:7][C:2]([C:31]5[CH:30]=[CH:29][C:28]6[C:33](=[CH:34][CH:35]=[C:26]([OH:25])[CH:27]=6)[CH:32]=5)=[CH:3][CH:4]=4)[C:9](=[O:24])[NH:10][N:11]=3)[CH2:15]2)=[O:20])[CH2:23][CH2:22]1. The yield is 0.230. (6) The reactants are [O:1]=[C:2]([CH3:18])[CH2:3][C:4]1[CH:9]=[CH:8][N:7]=[C:6]([NH:10][C:11](=[O:17])[O:12][C:13]([CH3:16])([CH3:15])[CH3:14])[CH:5]=1.[BH4-].[Na+]. The catalyst is CO. The product is [OH:1][CH:2]([CH3:18])[CH2:3][C:4]1[CH:9]=[CH:8][N:7]=[C:6]([NH:10][C:11](=[O:17])[O:12][C:13]([CH3:15])([CH3:14])[CH3:16])[CH:5]=1. The yield is 0.850. (7) The reactants are [Cl:1][CH2:2][C:3]1[CH:11]=[CH:10][C:6]([C:7](O)=[O:8])=[CH:5][CH:4]=1.S(=O)(=O)(O)O. The catalyst is C1COCC1.ClCCl.[O-2].[O-2].[Mn+4]. The product is [Cl:1][CH2:2][C:3]1[CH:11]=[CH:10][C:6]([CH:7]=[O:8])=[CH:5][CH:4]=1. The yield is 0.870.